This data is from M1 muscarinic receptor antagonist screen with 61,756 compounds. The task is: Binary Classification. Given a drug SMILES string, predict its activity (active/inactive) in a high-throughput screening assay against a specified biological target. (1) The molecule is Clc1cc2[nH]c(=O)n(CCCC(=O)NCCCN3CCCC3)c(=O)c2cc1. The result is 0 (inactive). (2) The result is 0 (inactive). The drug is s1c(C2c3c(NC(=O)C2)cc2OCCOc2c3)ccc1.